Dataset: Forward reaction prediction with 1.9M reactions from USPTO patents (1976-2016). Task: Predict the product of the given reaction. (1) Given the reactants [CH2:1]([O:8][CH2:9][CH2:10][CH2:11][CH2:12][CH2:13]O)[C:2]1[CH:7]=[CH:6][CH:5]=[CH:4][CH:3]=1.C1(P(C2C=CC=CC=2)C2C=CC=CC=2)C=CC=CC=1.C(OC)(C)(C)C.C(Br)(Br)(Br)[Br:41], predict the reaction product. The product is: [CH2:1]([O:8][CH2:9][CH2:10][CH2:11][CH2:12][CH2:13][Br:41])[C:2]1[CH:7]=[CH:6][CH:5]=[CH:4][CH:3]=1. (2) Given the reactants [Br:1][C:2]1[CH:3]=[C:4]2[C:8](=[CH:9][CH:10]=1)[NH:7][CH:6]=[C:5]2[CH2:11][CH:12]([NH:25]C(=O)OC(C)(C)C)[C:13]1[NH:14][CH:15]=[C:16]([C:18]2[CH:23]=[CH:22][C:21]([F:24])=[CH:20][CH:19]=2)[N:17]=1.FC(F)(F)C(O)=O.[CH2:40]1[CH:45]([CH:46]=O)[CH2:44][CH2:43][O:42][CH2:41]1, predict the reaction product. The product is: [Br:1][C:2]1[CH:3]=[C:4]2[C:8](=[CH:9][CH:10]=1)[NH:7][C:6]1[CH:46]([CH:45]3[CH2:44][CH2:43][O:42][CH2:41][CH2:40]3)[NH:25][CH:12]([C:13]3[NH:14][CH:15]=[C:16]([C:18]4[CH:23]=[CH:22][C:21]([F:24])=[CH:20][CH:19]=4)[N:17]=3)[CH2:11][C:5]2=1. (3) Given the reactants [CH3:1][O:2][C:3]1[CH:4]=[C:5]([CH:7]=[CH:8][C:9]=1[O:10][CH3:11])[NH2:6].C(N([CH2:17][CH3:18])CC)C.Cl[S:20]([CH2:23][C:24]([O:26]C)=[O:25])(=[O:22])=[O:21], predict the reaction product. The product is: [CH3:1][O:2][C:3]1[CH:4]=[C:5]([NH:6][S:20]([CH2:23][C:24]([O:26][CH2:17][CH3:18])=[O:25])(=[O:22])=[O:21])[CH:7]=[CH:8][C:9]=1[O:10][CH3:11]. (4) Given the reactants [Cl:1][C:2]1[CH:7]=[C:6]([Cl:8])[CH:5]=[CH:4][C:3]=1[NH:9][C:10]([NH:12][C:13]1[C:14]([NH:23][CH2:24][CH2:25][CH2:26][OH:27])=[C:15]([CH:20]=[CH:21][CH:22]=1)[C:16]([O:18][CH3:19])=[O:17])=S.C(N(CC)CC)C.Cl.C(N=C=NCCCN(C)C)C, predict the reaction product. The product is: [Cl:1][C:2]1[CH:7]=[C:6]([Cl:8])[CH:5]=[CH:4][C:3]=1[NH:9][C:10]1[N:23]([CH2:24][CH2:25][CH2:26][OH:27])[C:14]2[C:15]([C:16]([O:18][CH3:19])=[O:17])=[CH:20][CH:21]=[CH:22][C:13]=2[N:12]=1. (5) Given the reactants [F:1][C:2]1[CH:7]=[CH:6][C:5]([C:8]2[C:16]3[C:11](=[CH:12][CH:13]=[C:14]([C:17]([OH:19])=O)[CH:15]=3)[NH:10][N:9]=2)=[CH:4][CH:3]=1.O.ON1C2C=CC=CC=2N=N1.Cl.CN(C)CCCN=C=NCC.[CH2:43]([CH2:45][NH2:46])[OH:44], predict the reaction product. The product is: [F:1][C:2]1[CH:3]=[CH:4][C:5]([C:8]2[C:16]3[C:11](=[CH:12][CH:13]=[C:14]([C:17]([NH:46][CH2:45][CH2:43][OH:44])=[O:19])[CH:15]=3)[NH:10][N:9]=2)=[CH:6][CH:7]=1. (6) Given the reactants Br[C:2]1[C:14]2[C:13]3[CH:12]=[CH:11][C:10]([C:15]4[C:20]([F:21])=[CH:19][CH:18]=[C:17]([NH:22][S:23]([CH2:26][CH2:27][CH3:28])(=[O:25])=[O:24])[C:16]=4[Cl:29])=[CH:9][C:8]=3[CH:7]=[N:6][C:5]=2[N:4]([C:30]([O:32][C:33]([CH3:36])([CH3:35])[CH3:34])=[O:31])[N:3]=1.[CH:37]1(B(O)O)[CH2:39][CH2:38]1.P([O-])([O-])([O-])=O.[K+].[K+].[K+].C1(C)C=CC=CC=1, predict the reaction product. The product is: [C:33]([O:32][C:30]([N:4]1[C:5]2[N:6]=[CH:7][C:8]3[CH:9]=[C:10]([C:15]4[C:20]([F:21])=[CH:19][CH:18]=[C:17]([NH:22][S:23]([CH2:26][CH2:27][CH3:28])(=[O:25])=[O:24])[C:16]=4[Cl:29])[CH:11]=[CH:12][C:13]=3[C:14]=2[C:2]([CH:37]2[CH2:39][CH2:38]2)=[N:3]1)=[O:31])([CH3:35])([CH3:36])[CH3:34]. (7) The product is: [Br:24][C:21]1[CH:22]=[CH:23][C:18]([CH2:17][C:15]23[C:14](=[O:25])[N:13]([C:26]4[CH:31]=[C:30]([Cl:32])[CH:29]=[C:28]([Cl:33])[CH:27]=4)[C:12](=[O:34])[N:11]2[CH2:10][CH2:9][NH:8][CH2:16]3)=[CH:19][CH:20]=1. Given the reactants C(OC([N:8]1[CH2:16][C:15]2([CH2:17][C:18]3[CH:23]=[CH:22][C:21]([Br:24])=[CH:20][CH:19]=3)[N:11]([C:12](=[O:34])[N:13]([C:26]3[CH:31]=[C:30]([Cl:32])[CH:29]=[C:28]([Cl:33])[CH:27]=3)[C:14]2=[O:25])[CH2:10][CH2:9]1)=O)(C)(C)C.C(O)(C(F)(F)F)=O, predict the reaction product. (8) Given the reactants [Cl:1][C:2]1[CH:3]=[C:4]([CH:8]([OH:30])[CH2:9][NH:10][C:11]2[CH:16]=[CH:15][NH:14][C:13](=[O:17])[C:12]=2[C:18]2[NH:19][C:20]3[CH:26]=[C:25]([C:27]#[N:28])[CH:24]=[C:23]([CH3:29])[C:21]=3[N:22]=2)[CH:5]=[CH:6][CH:7]=1.Cl.N[CH2:33][CH2:34][SH:35].C(N(CC)CC)C, predict the reaction product. The product is: [Cl:1][C:2]1[CH:3]=[C:4]([CH:8]([OH:30])[CH2:9][NH:10][C:11]2[CH:16]=[CH:15][NH:14][C:13](=[O:17])[C:12]=2[C:18]2[NH:19][C:20]3[CH:26]=[C:25]([C:27]4[S:35][CH2:34][CH2:33][N:28]=4)[CH:24]=[C:23]([CH3:29])[C:21]=3[N:22]=2)[CH:5]=[CH:6][CH:7]=1. (9) Given the reactants [Br:1][C:2]1[CH:3]=[CH:4][C:5]2[O:9][C:8]3([CH2:15][CH2:14][C:13]4[CH:16]=[CH:17][CH:18]=[CH:19][C:12]=4[CH2:11][CH2:10]3)[C:7](=O)[C:6]=2[CH:21]=1.C[Si](C)(C)[N:24]=[C:25]=[N:26][Si](C)(C)C, predict the reaction product. The product is: [Br:1][C:2]1[CH:3]=[CH:4][C:5]2[O:9][C:8]3([CH2:15][CH2:14][C:13]4[CH:16]=[CH:17][CH:18]=[CH:19][C:12]=4[CH2:11][CH2:10]3)[C:7](=[N:26][C:25]#[N:24])[C:6]=2[CH:21]=1. (10) Given the reactants [NH2:1][C:2]1[C:3]2[CH:18]=[C:17]([C:19]#[C:20][C:21]3[CH:26]=[CH:25][CH:24]=[CH:23][N:22]=3)[S:16][C:4]=2[N:5]=[C:6]([C:8]2[CH:9]=[C:10]([CH:13]=[CH:14][CH:15]=2)[C:11]#[N:12])[N:7]=1, predict the reaction product. The product is: [NH2:1][C:2]1[C:3]2[CH:18]=[C:17]([CH2:19][CH2:20][C:21]3[CH:26]=[CH:25][CH:24]=[CH:23][N:22]=3)[S:16][C:4]=2[N:5]=[C:6]([C:8]2[CH:9]=[C:10]([CH:13]=[CH:14][CH:15]=2)[C:11]#[N:12])[N:7]=1.